From a dataset of Catalyst prediction with 721,799 reactions and 888 catalyst types from USPTO. Predict which catalyst facilitates the given reaction. (1) Reactant: [Cl:1][C:2]1[CH:3]=[C:4]([CH:21]=[CH:22][CH:23]=1)[CH2:5][C:6]1[NH:15][C:14](=[O:16])[C:13]2[C:8](=[CH:9][C:10]([C:17]([O:19][CH3:20])=[O:18])=[CH:11][CH:12]=2)[N:7]=1.[C:24](=O)([O-])[O-].[K+].[K+].CI. Product: [Cl:1][C:2]1[CH:3]=[C:4]([CH:21]=[CH:22][CH:23]=1)[CH2:5][C:6]1[N:15]([CH3:24])[C:14](=[O:16])[C:13]2[C:8](=[CH:9][C:10]([C:17]([O:19][CH3:20])=[O:18])=[CH:11][CH:12]=2)[N:7]=1. The catalyst class is: 10. (2) Reactant: [C:1]1([CH3:9])[CH:6]=[CH:5][C:4]([CH:7]=O)=[CH:3][CH:2]=1.[CH2:10]([O:12][C:13](=[O:18])[CH2:14]C(O)=O)[CH3:11].N1CCCCC1. Product: [CH2:10]([O:12][C:13](=[O:18])[CH:14]=[CH:7][C:4]1[CH:5]=[CH:6][C:1]([CH3:9])=[CH:2][CH:3]=1)[CH3:11]. The catalyst class is: 17. (3) Reactant: [CH3:1][O:2][C:3]1[CH:10]=[C:9]([O:11][CH3:12])[CH:8]=[CH:7][C:4]=1[CH:5]=O.[C:13]([O:20][CH3:21])(=[O:19])[CH2:14][C:15]([O:17][CH3:18])=[O:16].N1CCCCC1.C(O)(=O)C1C=CC=CC=1. Product: [CH3:1][O:2][C:3]1[CH:10]=[C:9]([O:11][CH3:12])[CH:8]=[CH:7][C:4]=1[CH:5]=[C:14]([C:13]([O:20][CH3:21])=[O:19])[C:15]([O:17][CH3:18])=[O:16]. The catalyst class is: 11. (4) Reactant: [F:1][C:2]([F:42])([F:41])[C:3]1[CH:4]=[C:5]([CH:34]=[C:35]([C:37]([F:40])([F:39])[F:38])[CH:36]=1)[C:6]([N:8]1[CH2:13][CH2:12][N:11]([CH2:14][CH2:15][C:16]#[C:17][CH2:18][N:19]2[CH2:24][CH2:23][O:22][CH2:21][CH2:20]2)[CH2:10][C@H:9]1[CH2:25][C:26]1[CH:31]=[CH:30][C:29]([CH3:32])=[C:28]([CH3:33])[CH:27]=1)=[O:7].[ClH:43]. Product: [ClH:43].[ClH:43].[F:40][C:37]([F:38])([F:39])[C:35]1[CH:34]=[C:5]([CH:4]=[C:3]([C:2]([F:1])([F:42])[F:41])[CH:36]=1)[C:6]([N:8]1[CH2:13][CH2:12][N:11]([CH2:14][CH2:15][C:16]#[C:17][CH2:18][N:19]2[CH2:20][CH2:21][O:22][CH2:23][CH2:24]2)[CH2:10][C@H:9]1[CH2:25][C:26]1[CH:31]=[CH:30][C:29]([CH3:32])=[C:28]([CH3:33])[CH:27]=1)=[O:7]. The catalyst class is: 13. (5) Reactant: [F:1][C:2]([F:7])([F:6])[C:3]([OH:5])=[O:4].[NH2:8][C@H:9]([C:17]([N:19]1[CH2:46][CH2:45][CH2:44][C@@H:20]1[C:21]([NH:23][CH2:24][CH2:25][CH2:26][NH:27][C:28]1[C:41]2[C:40](=[O:42])[C:39]3[C:34](=[CH:35][CH:36]=[CH:37][CH:38]=3)[C:33](=[O:43])[C:32]=2[CH:31]=[CH:30][CH:29]=1)=[O:22])=[O:18])[CH2:10][C:11]1[CH:16]=[CH:15][CH:14]=[CH:13][CH:12]=1.[CH2:47]([N:49](CC)CC)[CH3:48]. Product: [F:1][C:2]([F:7])([F:6])[C:3]([OH:5])=[O:4].[NH2:49][CH2:47][C:48]([NH:8][C@H:9]([C:17]([N:19]1[CH2:46][CH2:45][CH2:44][C@@H:20]1[C:21]([NH:23][CH2:24][CH2:25][CH2:26][NH:27][C:28]1[C:41]2[C:40](=[O:42])[C:39]3[C:34](=[CH:35][CH:36]=[CH:37][CH:38]=3)[C:33](=[O:43])[C:32]=2[CH:31]=[CH:30][CH:29]=1)=[O:22])=[O:18])[CH2:10][C:11]1[CH:16]=[CH:15][CH:14]=[CH:13][CH:12]=1)=[O:4]. The catalyst class is: 1. (6) Reactant: Cl[C:2]1[C:7]([C:8](=[O:22])[CH2:9][C:10]([C:12]2[CH:13]=[C:14]([CH:19]=[CH:20][CH:21]=2)[C:15]([O:17][CH3:18])=[O:16])=[O:11])=[CH:6][CH:5]=[CH:4][N:3]=1.C([O-])([O-])=O.[K+].[K+].Cl. Product: [O:22]=[C:8]1[C:7]2[C:2](=[N:3][CH:4]=[CH:5][CH:6]=2)[O:11][C:10]([C:12]2[CH:13]=[C:14]([CH:19]=[CH:20][CH:21]=2)[C:15]([O:17][CH3:18])=[O:16])=[CH:9]1. The catalyst class is: 35. (7) Reactant: [CH3:1][N:2]1[CH2:7][CH2:6][NH:5][CH2:4][CH2:3]1.CN1C(=O)CCC1.C(N(CC)CC)C.F[C:23]1[CH:24]=[CH:25][C:26]([N+:30]([O-:32])=[O:31])=[C:27]([NH2:29])[CH:28]=1. Product: [CH3:1][N:2]1[CH2:7][CH2:6][N:5]([C:23]2[CH:24]=[CH:25][C:26]([N+:30]([O-:32])=[O:31])=[C:27]([NH2:29])[CH:28]=2)[CH2:4][CH2:3]1. The catalyst class is: 6. (8) Reactant: [NH2:1][C:2]1[CH:27]=[CH:26][C:5]([C:6]([NH:8][C:9]2[S:13][C:12]([NH:14][C:15]3[CH:20]=[CH:19][C:18]([O:21][CH3:22])=[CH:17][CH:16]=3)=[N:11][C:10]=2[C:23]([NH2:25])=[O:24])=[O:7])=[CH:4][CH:3]=1.[CH3:28][S:29](Cl)(=[O:31])=[O:30].CCN(CC)CC. Product: [CH3:22][O:21][C:18]1[CH:19]=[CH:20][C:15]([NH:14][C:12]2[S:13][C:9]([NH:8][C:6](=[O:7])[C:5]3[CH:4]=[CH:3][C:2]([NH:1][S:29]([CH3:28])(=[O:31])=[O:30])=[CH:27][CH:26]=3)=[C:10]([C:23]([NH2:25])=[O:24])[N:11]=2)=[CH:16][CH:17]=1. The catalyst class is: 1. (9) Reactant: C[O:2][C:3]1[CH:8]=[C:7]([N+:9]([O-:11])=[O:10])[CH:6]=[CH:5][C:4]=1[C:12]1[O:16][CH:15]=[N:14][CH:13]=1.B(Br)(Br)Br.C([O-])(O)=O.[Na+]. Product: [N+:9]([C:7]1[CH:6]=[CH:5][C:4]([C:12]2[O:16][CH:15]=[N:14][CH:13]=2)=[C:3]([OH:2])[CH:8]=1)([O-:11])=[O:10]. The catalyst class is: 2.